This data is from Catalyst prediction with 721,799 reactions and 888 catalyst types from USPTO. The task is: Predict which catalyst facilitates the given reaction. (1) Reactant: [CH3:1][C:2]1[N:3]=[C:4]([C:12]2[CH:17]=[CH:16][CH:15]=[C:14]([C:18]([F:21])([F:20])[F:19])[CH:13]=2)[N:5]2[C:10]=1[CH:9]=[N:8][C:7]([NH2:11])=[N:6]2.Br[C:23]1[CH:28]=[CH:27][C:26]([N:29]([CH3:33])[C:30]([NH2:32])=[O:31])=[CH:25][CH:24]=1.C(P(C(C)(C)C)C1C=CC=CC=1C1C=CC=CC=1)(C)(C)C.CC([O-])(C)C.[Na+]. Product: [CH3:33][N:29]([C:26]1[CH:27]=[CH:28][C:23]([NH:11][C:7]2[N:8]=[CH:9][C:10]3=[C:2]([CH3:1])[N:3]=[C:4]([C:12]4[CH:17]=[CH:16][CH:15]=[C:14]([C:18]([F:21])([F:19])[F:20])[CH:13]=4)[N:5]3[N:6]=2)=[CH:24][CH:25]=1)[C:30]([NH2:32])=[O:31]. The catalyst class is: 62. (2) The catalyst class is: 301. Product: [CH3:1][O:2][CH2:3][C@H:4]1[C:13]2[C:8](=[C:9]([CH3:14])[CH:10]=[CH:11][CH:12]=2)[CH2:7][CH2:6][NH:5]1. Reactant: [CH3:1][O:2][CH2:3][C@H:4]1[C:13]2[C:8](=[C:9]([CH3:14])[CH:10]=[CH:11][CH:12]=2)[CH2:7][CH2:6][N:5]1[S@@](C1C=CC(C)=CC=1)=O.Cl.O.C(=O)([O-])[O-].[Na+].[Na+]. (3) Reactant: [Cl:1][C:2]1[CH:3]=[CH:4][C:5]([O:18][CH2:19][CH:20]([CH3:22])[CH3:21])=[C:6]([CH2:8][N:9]2[C:13]([CH3:14])=[CH:12][C:11]([C:15]([OH:17])=O)=[N:10]2)[CH:7]=1.C(N(CC)CC)C.[CH2:30]([O:32][CH:33]([O:36][CH2:37][CH3:38])[CH2:34][NH2:35])[CH3:31]. Product: [CH2:30]([O:32][CH:33]([O:36][CH2:37][CH3:38])[CH2:34][NH:35][C:15]([C:11]1[CH:12]=[C:13]([CH3:14])[N:9]([CH2:8][C:6]2[CH:7]=[C:2]([Cl:1])[CH:3]=[CH:4][C:5]=2[O:18][CH2:19][CH:20]([CH3:22])[CH3:21])[N:10]=1)=[O:17])[CH3:31]. The catalyst class is: 4. (4) Reactant: [CH3:1][C:2]([Si:5]([CH3:27])([CH3:26])[O:6][C@H:7]1[C@@H:12]([N:13]2[CH2:17][CH2:16][CH2:15][C:14]2=[O:18])[CH2:11][CH2:10][N:9](CC2C=CC=CC=2)[CH2:8]1)([CH3:4])[CH3:3]. Product: [CH3:4][C:2]([Si:5]([CH3:27])([CH3:26])[O:6][C@H:7]1[C@@H:12]([N:13]2[CH2:17][CH2:16][CH2:15][C:14]2=[O:18])[CH2:11][CH2:10][NH:9][CH2:8]1)([CH3:1])[CH3:3]. The catalyst class is: 14. (5) Reactant: [CH3:1][O:2][C:3](=[O:8])[CH2:4][C:5]([NH2:7])=[O:6].Br[CH2:10][C:11]([C:13]1[CH:18]=[CH:17][C:16]([C:19]([F:22])([F:21])[F:20])=[CH:15][CH:14]=1)=O. Product: [CH3:1][O:2][C:3](=[O:8])[CH2:4][C:5]1[O:6][CH:10]=[C:11]([C:13]2[CH:18]=[CH:17][C:16]([C:19]([F:20])([F:21])[F:22])=[CH:15][CH:14]=2)[N:7]=1. The catalyst class is: 6.